From a dataset of hERG potassium channel inhibition data for cardiac toxicity prediction from Karim et al.. Regression/Classification. Given a drug SMILES string, predict its toxicity properties. Task type varies by dataset: regression for continuous values (e.g., LD50, hERG inhibition percentage) or binary classification for toxic/non-toxic outcomes (e.g., AMES mutagenicity, cardiotoxicity, hepatotoxicity). Dataset: herg_karim. The compound is COc1ncnc(Cn2cc(C(=O)NCCF)c3ncc(C)cc32)c1C. The result is 0 (non-blocker).